From a dataset of Peptide-MHC class II binding affinity with 134,281 pairs from IEDB. Regression. Given a peptide amino acid sequence and an MHC pseudo amino acid sequence, predict their binding affinity value. This is MHC class II binding data. (1) The peptide sequence is PTVDIEEAPEMPALY. The MHC is HLA-DQA10501-DQB10303 with pseudo-sequence HLA-DQA10501-DQB10303. The binding affinity (normalized) is 0. (2) The peptide sequence is IFSWTITDAVGNDMP. The MHC is DRB1_0101 with pseudo-sequence DRB1_0101. The binding affinity (normalized) is 0.494. (3) The peptide sequence is ALYEKKLALYLLLAL. The MHC is DRB3_0101 with pseudo-sequence DRB3_0101. The binding affinity (normalized) is 0. (4) The peptide sequence is SVDSLEHEMWRSRAD. The MHC is HLA-DQA10501-DQB10402 with pseudo-sequence HLA-DQA10501-DQB10402. The binding affinity (normalized) is 0.353. (5) The peptide sequence is IEVNPPFGDSYIIVG. The MHC is DRB4_0101 with pseudo-sequence DRB4_0103. The binding affinity (normalized) is 0.189. (6) The peptide sequence is GEQLYISVISPARSL. The MHC is DRB4_0101 with pseudo-sequence DRB4_0103. The binding affinity (normalized) is 0.874. (7) The peptide sequence is AALPLLFFALAGQRI. The MHC is DRB1_0401 with pseudo-sequence DRB1_0401. The binding affinity (normalized) is 0.175.